From a dataset of Full USPTO retrosynthesis dataset with 1.9M reactions from patents (1976-2016). Predict the reactants needed to synthesize the given product. (1) The reactants are: [CH3:1][O:2][C:3]1[CH:8]=[CH:7][C:6]([C:9]2[N:10]=[C:11]([C:22]3([C:28]#[N:29])[CH2:27][CH2:26][NH:25][CH2:24][CH2:23]3)[O:12][C:13]=2[C:14]2[CH:19]=[CH:18][C:17]([O:20][CH3:21])=[CH:16][CH:15]=2)=[CH:5][CH:4]=1.ClC(Cl)(O[C:34](=[O:40])OC(Cl)(Cl)Cl)Cl.C(N(CC)CC)C.Cl.[CH3:50][NH:51][OH:52]. Given the product [CH3:1][O:2][C:3]1[CH:8]=[CH:7][C:6]([C:9]2[N:10]=[C:11]([C:22]3([C:28]#[N:29])[CH2:27][CH2:26][N:25]([C:34](=[O:40])[N:51]([OH:52])[CH3:50])[CH2:24][CH2:23]3)[O:12][C:13]=2[C:14]2[CH:15]=[CH:16][C:17]([O:20][CH3:21])=[CH:18][CH:19]=2)=[CH:5][CH:4]=1, predict the reactants needed to synthesize it. (2) The reactants are: [CH3:1][C@H:2]1[CH2:7][N:6]2[C:8]([C:11]3[CH:16]=[N:15][CH:14]=[CH:13][N:12]=3)=[N:9][N:10]=[C:5]2[C:4](=[O:17])[N:3]1C(OC(C)(C)C)=O.FC(F)(F)C(O)=O. Given the product [CH3:1][C@H:2]1[CH2:7][N:6]2[C:8]([C:11]3[CH:16]=[N:15][CH:14]=[CH:13][N:12]=3)=[N:9][N:10]=[C:5]2[C:4](=[O:17])[NH:3]1, predict the reactants needed to synthesize it. (3) Given the product [NH:24]1[C:23]2[CH:25]=[CH:26][CH:27]=[CH:28][C:22]=2[N:21]=[C:20]1[CH2:19][N:8]([CH2:7][C:6]1[CH:5]=[CH:4][C:3]([CH2:2][NH:1][C:39]([NH:38][CH2:31][C:32]2[CH:37]=[CH:36][CH:35]=[CH:34][CH:33]=2)=[O:40])=[CH:30][CH:29]=1)[CH:9]1[C:18]2[N:17]=[CH:16][CH:15]=[CH:14][C:13]=2[CH2:12][CH2:11][CH2:10]1, predict the reactants needed to synthesize it. The reactants are: [NH2:1][CH2:2][C:3]1[CH:30]=[CH:29][C:6]([CH2:7][N:8]([CH2:19][C:20]2[NH:24][C:23]3[CH:25]=[CH:26][CH:27]=[CH:28][C:22]=3[N:21]=2)[CH:9]2[C:18]3[N:17]=[CH:16][CH:15]=[CH:14][C:13]=3[CH2:12][CH2:11][CH2:10]2)=[CH:5][CH:4]=1.[CH2:31]([N:38]=[C:39]=[O:40])[C:32]1[CH:37]=[CH:36][CH:35]=[CH:34][CH:33]=1. (4) Given the product [C:33]([O:32][C:30]([C:26]1[CH:25]=[C:24]([O:18][C@H:15]2[CH2:14][CH2:13][C@@H:12]([NH:11][C:9]([NH:8][C:5]3[CH:6]=[CH:7][C:2]([Cl:1])=[C:3]([C:19]([F:20])([F:21])[F:22])[CH:4]=3)=[O:10])[CH2:17][CH2:16]2)[CH:29]=[CH:28][N:27]=1)=[O:31])([CH3:36])([CH3:34])[CH3:35], predict the reactants needed to synthesize it. The reactants are: [Cl:1][C:2]1[CH:7]=[CH:6][C:5]([NH:8][C:9]([NH:11][C@H:12]2[CH2:17][CH2:16][C@@H:15]([OH:18])[CH2:14][CH2:13]2)=[O:10])=[CH:4][C:3]=1[C:19]([F:22])([F:21])[F:20].Cl[C:24]1[CH:29]=[CH:28][N:27]=[C:26]([C:30]([O:32][C:33]([CH3:36])([CH3:35])[CH3:34])=[O:31])[CH:25]=1.CC(C)([O-])C.[K+]. (5) Given the product [Cl:34][C:31]1[CH:32]=[CH:33][C:28]([O:27][CH3:26])=[C:29]([S:35]([NH:1][C@H:2]2[CH2:6][N:5]([C:7]([O:9][C:10]([CH3:12])([CH3:13])[CH3:11])=[O:8])[C@@H:4]([CH2:14][N:15]3[C:23](=[O:24])[C:22]4[C:17](=[CH:18][CH:19]=[CH:20][CH:21]=4)[C:16]3=[O:25])[CH2:3]2)(=[O:36])=[O:37])[CH:30]=1, predict the reactants needed to synthesize it. The reactants are: [NH2:1][C@H:2]1[CH2:6][N:5]([C:7]([O:9][C:10]([CH3:13])([CH3:12])[CH3:11])=[O:8])[C@@H:4]([CH2:14][N:15]2[C:23](=[O:24])[C:22]3[C:17](=[CH:18][CH:19]=[CH:20][CH:21]=3)[C:16]2=[O:25])[CH2:3]1.[CH3:26][O:27][C:28]1[CH:33]=[CH:32][C:31]([Cl:34])=[CH:30][C:29]=1[S:35](Cl)(=[O:37])=[O:36]. (6) Given the product [CH3:11][NH:12][CH2:13][CH2:14][CH2:15][NH:16][C:2]1[N:10]=[CH:9][N:8]=[C:7]2[C:3]=1[N:4]=[CH:5][NH:6]2, predict the reactants needed to synthesize it. The reactants are: Cl[C:2]1[N:10]=[CH:9][N:8]=[C:7]2[C:3]=1[NH:4][CH:5]=[N:6]2.[CH3:11][NH:12][CH2:13][CH2:14][CH2:15][NH2:16]. (7) Given the product [I:1][C:2]1[CH:7]=[CH:6][N:5]=[C:4]([CH2:8][OH:9])[CH:3]=1, predict the reactants needed to synthesize it. The reactants are: [I:1][C:2]1[CH:7]=[CH:6][N:5]=[C:4]([C:8](OC)=[O:9])[CH:3]=1.[BH4-].[Na+]. (8) Given the product [Br:16][CH2:17][CH:18]([F:22])[CH2:19][CH2:20][N:3]1[CH:4]=[CH:5][C:6]([NH:8][C:9](=[O:15])[O:10][C:11]([CH3:12])([CH3:14])[CH3:13])=[N:7][C:2]1=[O:1], predict the reactants needed to synthesize it. The reactants are: [O:1]=[C:2]1[N:7]=[C:6]([NH:8][C:9](=[O:15])[O:10][C:11]([CH3:14])([CH3:13])[CH3:12])[CH:5]=[CH:4][NH:3]1.[Br:16][CH2:17][CH:18]([F:22])[CH2:19][CH2:20]Br.C([O-])([O-])=O.[Cs+].[Cs+].O. (9) The reactants are: [F:1][C:2]([F:13])([F:12])[C:3]1[CH:4]=[C:5]([CH:9]=[CH:10][CH:11]=1)[C:6]([OH:8])=O.CN(C(ON1N=NC2C=CC=NC1=2)=[N+](C)C)C.F[P-](F)(F)(F)(F)F.CCN(C(C)C)C(C)C.[CH3:47][C:48]1[CH:54]=[CH:53][C:51]([NH2:52])=[CH:50][C:49]=1[N+:55]([O-:57])=[O:56]. Given the product [CH3:47][C:48]1[CH:54]=[CH:53][C:51]([NH:52][C:6](=[O:8])[C:5]2[CH:9]=[CH:10][CH:11]=[C:3]([C:2]([F:1])([F:13])[F:12])[CH:4]=2)=[CH:50][C:49]=1[N+:55]([O-:57])=[O:56], predict the reactants needed to synthesize it.